This data is from Full USPTO retrosynthesis dataset with 1.9M reactions from patents (1976-2016). The task is: Predict the reactants needed to synthesize the given product. (1) Given the product [CH3:29][C:30]1[NH:31][C:32]([CH3:41])=[CH:33][C:34]=1[C:35]1[CH:40]=[CH:39][CH:38]=[C:37]([C:20]2[CH:21]=[CH:22][C:17]([CH2:16][CH:11]3[CH2:12][CH2:13][CH2:14][CH2:15][N:10]3[CH2:3][C:4]3[CH:9]=[CH:8][CH:7]=[CH:6][CH:5]=3)=[CH:18][CH:19]=2)[N:36]=1, predict the reactants needed to synthesize it. The reactants are: N#N.[CH2:3]([N:10]1[CH2:15][CH2:14][CH2:13][CH2:12][CH:11]1[CH2:16][C:17]1[CH:22]=[CH:21][C:20](Br)=[CH:19][CH:18]=1)[C:4]1[CH:9]=[CH:8][CH:7]=[CH:6][CH:5]=1.C([Li])CCC.[CH3:29][C:30]1[NH:31][C:32]([CH3:41])=[CH:33][C:34]=1[C:35]1[CH:40]=[CH:39][CH:38]=[CH:37][N:36]=1. (2) Given the product [I:28][C:21]1[C:20]([C:29]([Cl:31])=[O:30])=[C:19]([I:32])[C:18]([N:17]([CH3:33])[C:14](=[O:16])[CH2:13][NH:12][C:7](=[O:8])[C:6]([F:11])([F:10])[F:5])=[C:26]([I:27])[C:22]=1[C:23]([Cl:25])=[O:24], predict the reactants needed to synthesize it. The reactants are: S(Cl)(Cl)=O.[F:5][C:6]([F:11])([F:10])[C:7](O)=[O:8].[NH2:12][CH2:13][C:14]([OH:16])=O.[NH2:17][C:18]1[C:19]([I:32])=[C:20]([C:29]([Cl:31])=[O:30])[C:21]([I:28])=[C:22]([C:26]=1[I:27])[C:23]([Cl:25])=[O:24].[CH3:33]C(N(C)C)=O. (3) Given the product [CH:4]1[CH:3]=[C:2]([CH:1]([OH:7])[C:20]([C:21]2[O:25][CH:24]=[CH:23][CH:22]=2)=[O:26])[O:6][CH:5]=1, predict the reactants needed to synthesize it. The reactants are: [CH:1](=[O:7])[C:2]1[O:6][CH:5]=[CH:4][CH:3]=1.CC(C)=O.CCCCCCCC.[CH:20](=[O:26])[CH:21]1[O:25][CH2:24][CH2:23][CH2:22]1. (4) The reactants are: [CH3:1][O:2][C:3](=[O:31])[CH2:4][O:5][C:6]1[CH:11]=[CH:10][C:9]([O:12][CH2:13][C:14]2[S:15][C:16](Br)=[C:17]([C:19]3[CH:24]=[CH:23][C:22]([O:25][CH:26]([CH3:28])[CH3:27])=[CH:21][CH:20]=3)[N:18]=2)=[CH:8][C:7]=1[CH3:30].[F:32][C:33]([F:44])([F:43])[C:34]1[CH:39]=[CH:38][C:37](B(O)O)=[CH:36][CH:35]=1.C(=O)([O-])[O-].[Na+].[Na+].C(O)C. Given the product [CH3:1][O:2][C:3](=[O:31])[CH2:4][O:5][C:6]1[CH:11]=[CH:10][C:9]([O:12][CH2:13][C:14]2[S:15][C:16]([C:37]3[CH:38]=[CH:39][C:34]([C:33]([F:44])([F:43])[F:32])=[CH:35][CH:36]=3)=[C:17]([C:19]3[CH:24]=[CH:23][C:22]([O:25][CH:26]([CH3:28])[CH3:27])=[CH:21][CH:20]=3)[N:18]=2)=[CH:8][C:7]=1[CH3:30], predict the reactants needed to synthesize it. (5) The reactants are: [C:1]([C:5]1[CH:9]=[C:8]([NH:10][C:11]([NH:13][CH2:14][C:15]2[CH:20]=[C:19]([F:21])[CH:18]=[CH:17][C:16]=2[O:22][C:23]2[CH:24]=[C:25]3[C:29](=[CH:30][CH:31]=2)[N:28]([CH2:32][CH2:33][OH:34])[N:27]=[CH:26]3)=[O:12])[N:7]([C:35]2[CH:40]=[CH:39][C:38]([CH:41]=[O:42])=[CH:37][CH:36]=2)[N:6]=1)([CH3:4])([CH3:3])[CH3:2].[BH4-].[Na+]. Given the product [C:1]([C:5]1[CH:9]=[C:8]([NH:10][C:11]([NH:13][CH2:14][C:15]2[CH:20]=[C:19]([F:21])[CH:18]=[CH:17][C:16]=2[O:22][C:23]2[CH:24]=[C:25]3[C:29](=[CH:30][CH:31]=2)[N:28]([CH2:32][CH2:33][OH:34])[N:27]=[CH:26]3)=[O:12])[N:7]([C:35]2[CH:36]=[CH:37][C:38]([CH2:41][OH:42])=[CH:39][CH:40]=2)[N:6]=1)([CH3:4])([CH3:2])[CH3:3], predict the reactants needed to synthesize it. (6) Given the product [CH3:1][C:2]1[C:3]2[N:4]([N:9]=[C:10]([CH2:12][OH:13])[CH:11]=2)[C:5]([CH3:8])=[CH:6][N:7]=1, predict the reactants needed to synthesize it. The reactants are: [CH3:1][C:2]1[C:3]2[N:4]([N:9]=[C:10]([C:12](OC)=[O:13])[CH:11]=2)[C:5]([CH3:8])=[CH:6][N:7]=1.[H-].C([Al+]CC(C)C)C(C)C.[Cl-].[NH4+].C(=O)(O)[O-].[Na+].